From a dataset of Peptide-MHC class I binding affinity with 185,985 pairs from IEDB/IMGT. Regression. Given a peptide amino acid sequence and an MHC pseudo amino acid sequence, predict their binding affinity value. This is MHC class I binding data. (1) The peptide sequence is CGDPSSLDY. The MHC is HLA-A24:02 with pseudo-sequence HLA-A24:02. The binding affinity (normalized) is 0. (2) The peptide sequence is CVNGSCFTV. The binding affinity (normalized) is 0.222. The MHC is HLA-A02:02 with pseudo-sequence HLA-A02:02.